Dataset: Reaction yield outcomes from USPTO patents with 853,638 reactions. Task: Predict the reaction yield, written as a fraction of the theoretical maximum amount of product (1.0 means a 100% yield; for example, 0.34 means a 34% yield). (1) The reactants are [CH2:1]=O.[CH3:3][NH:4][CH2:5][C:6]#[CH:7].[Br:8][C:9]1[CH:10]=[C:11]2[C:16](=[CH:17][C:18]=1[OH:19])[O:15][C:14](=[O:20])[CH:13]=[C:12]2[CH2:21][OH:22]. The catalyst is C(O)C. The product is [Br:8][C:9]1[CH:10]=[C:11]2[C:16](=[C:17]([CH2:3][N:4]([CH3:1])[CH2:5][C:6]#[CH:7])[C:18]=1[OH:19])[O:15][C:14](=[O:20])[CH:13]=[C:12]2[CH2:21][OH:22]. The yield is 0.780. (2) The reactants are [CH3:1][C:2]([C:5]1[NH:14][C:8]2=[N+:9]([O-])[CH:10]=[CH:11][CH:12]=[C:7]2[CH:6]=1)([CH3:4])[CH3:3].CS([Cl:19])(=O)=O.[OH-].[Na+]. The catalyst is CN(C=O)C. The product is [Cl:19][C:12]1[CH:11]=[CH:10][N:9]=[C:8]2[NH:14][C:5]([C:2]([CH3:4])([CH3:3])[CH3:1])=[CH:6][C:7]=12. The yield is 0.905. (3) The reactants are [C:1]1([C:7]2[C:8]([C:13]([OH:15])=[O:14])=[N:9][CH:10]=[CH:11][CH:12]=2)[CH:6]=[CH:5][CH:4]=[CH:3][CH:2]=1. The catalyst is CO.O.[Pt](=O)=O. The product is [C:1]1([CH:7]2[CH2:12][CH2:11][CH2:10][NH:9][CH:8]2[C:13]([OH:15])=[O:14])[CH:2]=[CH:3][CH:4]=[CH:5][CH:6]=1. The yield is 0.980. (4) The reactants are [Cl:1][C:2]1[C:7]([N+:8]([O-:10])=[O:9])=[CH:6][N:5]=[C:4](N)[CH:3]=1.N([O-])=O.[Na+].[ClH:16]. No catalyst specified. The product is [Cl:16][C:4]1[CH:3]=[C:2]([Cl:1])[C:7]([N+:8]([O-:10])=[O:9])=[CH:6][N:5]=1. The yield is 0.330. (5) The reactants are [Cl:1][C:2]1[C:7]([CH:8]=[O:9])=[C:6]([Cl:10])[N:5]=[CH:4][N:3]=1.CC(N=NC(C#N)(C)C)(C#N)C.C(Cl)(Cl)(Cl)[Cl:24]. No catalyst specified. The product is [Cl:1][C:2]1[C:7]([C:8]([Cl:24])=[O:9])=[C:6]([Cl:10])[N:5]=[CH:4][N:3]=1. The yield is 0.996. (6) The reactants are C(OC([N:8]1[CH2:13][CH2:12][N:11]([C:14]2[N:15]([C:25]3[CH:30]=[CH:29][C:28]([C:31]4[CH:36]=[CH:35][N:34]=[CH:33][CH:32]=4)=[CH:27][CH:26]=3)[C:16]3[C:21]([C:22]=2[CH:23]=[O:24])=[CH:20][CH:19]=[CH:18][CH:17]=3)[CH2:10][CH2:9]1)=O)(C)(C)C.FC(F)(F)C(O)=O. The catalyst is ClCCl. The product is [N:11]1([C:14]2[N:15]([C:25]3[CH:26]=[CH:27][C:28]([C:31]4[CH:32]=[CH:33][N:34]=[CH:35][CH:36]=4)=[CH:29][CH:30]=3)[C:16]3[C:21]([C:22]=2[CH:23]=[O:24])=[CH:20][CH:19]=[CH:18][CH:17]=3)[CH2:10][CH2:9][NH:8][CH2:13][CH2:12]1. The yield is 0.850. (7) The reactants are [Cl-].O[NH3+:3].[C:4](=[O:7])([O-])[OH:5].[Na+].CS(C)=O.[CH2:13]([C:17]1[N:22]2[N:23]=[CH:24][N:25]=[C:21]2[N:20]([C@H:26]2[CH2:31][CH2:30][C@H:29]([O:32][CH2:33][C:34]([OH:37])([CH3:36])[CH3:35])[CH2:28][CH2:27]2)[C:19](=[O:38])[C:18]=1[CH2:39][C:40]1[CH:45]=[CH:44][C:43]([C:46]2[C:47]([C:52]#[N:53])=[CH:48][CH:49]=[CH:50][CH:51]=2)=[CH:42][CH:41]=1)[CH2:14][CH2:15][CH3:16]. The catalyst is C(OCC)(=O)C. The product is [CH2:13]([C:17]1[N:22]2[N:23]=[CH:24][N:25]=[C:21]2[N:20]([C@H:26]2[CH2:31][CH2:30][C@H:29]([O:32][CH2:33][C:34]([OH:37])([CH3:35])[CH3:36])[CH2:28][CH2:27]2)[C:19](=[O:38])[C:18]=1[CH2:39][C:40]1[CH:45]=[CH:44][C:43]([C:46]2[CH:51]=[CH:50][CH:49]=[CH:48][C:47]=2[C:52]2[NH:3][C:4](=[O:7])[O:5][N:53]=2)=[CH:42][CH:41]=1)[CH2:14][CH2:15][CH3:16]. The yield is 0.550.